This data is from Full USPTO retrosynthesis dataset with 1.9M reactions from patents (1976-2016). The task is: Predict the reactants needed to synthesize the given product. (1) Given the product [N:1]1([C:6]2[N:11]3[CH:12]=[C:13]([CH2:15][N:16]([CH:29]4[C:38]5[N:37]=[CH:36][CH:35]=[CH:34][C:33]=5[CH2:32][CH2:31][CH2:30]4)[CH2:17][CH2:18][CH2:19][CH2:20][NH2:21])[N:14]=[C:10]3[CH:9]=[CH:8][CH:7]=2)[CH2:5][CH2:4][CH2:3][CH2:2]1, predict the reactants needed to synthesize it. The reactants are: [N:1]1([C:6]2[N:11]3[CH:12]=[C:13]([CH2:15][N:16]([CH:29]4[C:38]5[N:37]=[CH:36][CH:35]=[CH:34][C:33]=5[CH2:32][CH2:31][CH2:30]4)[CH2:17][CH2:18][CH2:19][CH2:20][NH:21]C(=O)OC(C)(C)C)[N:14]=[C:10]3[CH:9]=[CH:8][CH:7]=2)[CH2:5][CH2:4][CH2:3][CH2:2]1.FC(F)(F)C(O)=O. (2) Given the product [Br:1][C:2]1[CH:3]=[C:4]([CH2:15][CH2:16][CH3:17])[C:5]([O:11][CH2:12][CH2:13][CH3:14])=[C:6]([CH:7]=1)[NH2:8], predict the reactants needed to synthesize it. The reactants are: [Br:1][C:2]1[CH:3]=[C:4]([CH2:15][CH2:16][CH3:17])[C:5]([O:11][CH2:12][CH2:13][CH3:14])=[C:6]([N+:8]([O-])=O)[CH:7]=1.[Cl-].[NH4+]. (3) Given the product [O:14]=[C:13]([C:15]1[S:22][C:21]([CH3:23])=[C:20]2[C:16]=1[CH2:17][C@H:18]1[C:24]([CH3:26])([CH3:25])[C@H:19]12)[CH2:12][CH2:11][C:8]1[CH:9]=[CH:10][C:5]([CH2:4][CH2:3][CH2:2][O:1][S:37]([CH3:36])(=[O:39])=[O:38])=[CH:6][CH:7]=1, predict the reactants needed to synthesize it. The reactants are: [OH:1][CH2:2][CH2:3][CH2:4][C:5]1[CH:10]=[CH:9][C:8]([CH2:11][CH2:12][C:13]([C:15]2[S:22][C:21]([CH3:23])=[C:20]3[C:16]=2[CH2:17][C@H:18]2[C:24]([CH3:26])([CH3:25])[C@H:19]23)=[O:14])=[CH:7][CH:6]=1.CCN(C(C)C)C(C)C.[CH3:36][S:37](Cl)(=[O:39])=[O:38]. (4) Given the product [C:1]1([C:23]2[CH:28]=[CH:27][CH:26]=[CH:25][CH:24]=2)[CH:6]=[CH:5][CH:4]=[CH:3][C:2]=1[C:7]1[N:11]([C:12]2[CH:17]=[CH:16][C:15]([C:18]([CH3:21])([CH3:20])[CH3:19])=[CH:14][CH:13]=2)[C:10]([C:67]2[CH:69]=[N:9][C:10]([C:43]([CH3:42])([CH3:48])[CH3:44])=[N:11][CH:7]=2)=[N:9][N:8]=1, predict the reactants needed to synthesize it. The reactants are: [C:1]1([C:23]2[CH:28]=[CH:27][CH:26]=[CH:25][CH:24]=2)[CH:6]=[CH:5][CH:4]=[CH:3][C:2]=1[C:7]1[N:11]([C:12]2[CH:17]=[CH:16][C:15]([C:18]([CH3:21])([CH3:20])[CH3:19])=[CH:14][CH:13]=2)[C:10](Br)=[N:9][N:8]=1.C([O-])([O-])=O.[Cs+].[Cs+].COC1C=CC=C(OC)[C:42]=1[C:43]1[CH:44]=CC=C[C:48]=1P(C1CCCCC1)C1CCCCC1.CCO[C:67]([CH3:69])=O. (5) Given the product [CH2:12]([O:11][C:8]1[CH:7]=[CH:6][C:5]([C:4]([N:3]([O:2][CH3:1])[CH3:24])=[O:23])=[C:10]([F:42])[CH:9]=1)[C:13]1[CH:22]=[CH:21][CH:20]=[CH:15][CH:16]=1, predict the reactants needed to synthesize it. The reactants are: [CH3:1][O:2][N:3]([CH3:24])[C:4](=[O:23])[C:5]1[CH:10]=[CH:9][C:8]([O:11][CH2:12][C:13]2[CH:22]=[CH:21][C:20]3[C:15](=[CH:16]C=CC=3)N=2)=[CH:7][CH:6]=1.C(OC1C=CC(C(O)=O)=C([F:42])C=1)C1C=CC=CC=1. (6) Given the product [N:18]1[CH:17]=[CH:22][CH:21]=[CH:9][C:2]=1[O:3][CH2:4][CH:5]([OH:6])[CH2:7][OH:8], predict the reactants needed to synthesize it. The reactants are: C[C:2]1([CH3:9])[O:6][CH:5]([CH2:7][OH:8])[CH2:4][O:3]1.CC([O-])(C)C.[K+].Br[C:17]1[CH:22]=[CH:21]C=C[N:18]=1.